Dataset: Reaction yield outcomes from USPTO patents with 853,638 reactions. Task: Predict the reaction yield, written as a fraction of the theoretical maximum amount of product (1.0 means a 100% yield; for example, 0.34 means a 34% yield). (1) The reactants are C([NH:5][S:6]([C:9]1[CH:14]=[CH:13][CH:12]=[C:11]([C:15]2[N:20]=[C:19]([C:21]3[CH:26]=[C:25]([C:27]4[CH:28]=[N:29][C:30]([C:33]([F:36])([F:35])[F:34])=[CH:31][CH:32]=4)[CH:24]=[C:23]([CH3:37])[N:22]=3)[CH:18]=[CH:17][CH:16]=2)[CH:10]=1)(=[O:8])=[O:7])(C)(C)C.C(O)(C(F)(F)F)=O. No catalyst specified. The product is [CH3:37][C:23]1[N:22]=[C:21]([C:19]2[CH:18]=[CH:17][CH:16]=[C:15]([C:11]3[CH:10]=[C:9]([S:6]([NH2:5])(=[O:8])=[O:7])[CH:14]=[CH:13][CH:12]=3)[N:20]=2)[CH:26]=[C:25]([C:27]2[CH:28]=[N:29][C:30]([C:33]([F:35])([F:34])[F:36])=[CH:31][CH:32]=2)[CH:24]=1. The yield is 0.480. (2) The reactants are CCN(CC)CC.[CH3:8][S:9]([O:12]S(C)(=O)=O)(=O)=[O:10].[N:17]1([C:23]2[CH:31]=[CH:30][CH:29]=[C:28]3[C:24]=2[CH:25]=[CH:26][NH:27]3)[CH2:22][CH2:21][NH:20][CH2:19][CH2:18]1.O. The product is [CH3:8][S:9]([N:20]1[CH2:21][CH2:22][N:17]([C:23]2[CH:31]=[CH:30][CH:29]=[C:28]3[C:24]=2[CH:25]=[CH:26][NH:27]3)[CH2:18][CH2:19]1)(=[O:12])=[O:10]. The catalyst is C(Cl)Cl. The yield is 0.950. (3) The reactants are Br[C:2]1[C:3]([F:23])=[CH:4][C:5]2[O:11][CH2:10][CH2:9][N:8]3[C:12]([C:18]([NH:20][CH3:21])=[O:19])=[C:13]([C:15]([NH2:17])=[O:16])[N:14]=[C:7]3[C:6]=2[CH:22]=1.[N:24]1[CH:29]=[CH:28][CH:27]=[CH:26][C:25]=1[C:30]([OH:34])([C:32]#[CH:33])[CH3:31]. No catalyst specified. The product is [F:23][C:3]1[C:2]([C:33]#[C:32][C:30]([OH:34])([C:25]2[CH:26]=[CH:27][CH:28]=[CH:29][N:24]=2)[CH3:31])=[CH:22][C:6]2[C:7]3[N:8]([C:12]([C:18]([NH:20][CH3:21])=[O:19])=[C:13]([C:15]([NH2:17])=[O:16])[N:14]=3)[CH2:9][CH2:10][O:11][C:5]=2[CH:4]=1. The yield is 0.100. (4) The reactants are [C:1]([O:5][C:6]([N:8]1[CH2:13][CH2:12][CH:11]([C:14]([OH:16])=O)[CH2:10][CH2:9]1)=[O:7])([CH3:4])([CH3:3])[CH3:2].C1C=CC2N(O)N=NC=2C=1.[Cl:27][C:28]1[S:32][C:31]([S:33]([NH2:36])(=[O:35])=[O:34])=[CH:30][CH:29]=1.CCN(C(C)C)C(C)C. The catalyst is C(Cl)Cl. The product is [Cl:27][C:28]1[S:32][C:31]([S:33]([NH:36][C:14]([CH:11]2[CH2:10][CH2:9][N:8]([C:6]([O:5][C:1]([CH3:2])([CH3:3])[CH3:4])=[O:7])[CH2:13][CH2:12]2)=[O:16])(=[O:35])=[O:34])=[CH:30][CH:29]=1. The yield is 0.250. (5) The reactants are F.F.F.C(N(CC)CC)C.[Si]([O:28][CH2:29][C@H:30]1[O:34][C@@H:33]([N:35]2[CH:42]=[C:41]([CH3:43])[C:39](=[O:40])[NH:38][C:36]2=[O:37])[C@H:32]([O:44][CH2:45][CH2:46][O:47][N:48]([CH3:50])[CH3:49])[C@@H:31]1[OH:51])(C(C)(C)C)(C1C=CC=CC=1)C1C=CC=CC=1.CO. The catalyst is C1COCC1.C(Cl)Cl. The product is [CH3:49][N:48]([CH3:50])[O:47][CH2:46][CH2:45][O:44][C@@H:32]1[C@H:31]([OH:51])[C@@H:30]([CH2:29][OH:28])[O:34][C@H:33]1[N:35]1[CH:42]=[C:41]([CH3:43])[C:39](=[O:40])[NH:38][C:36]1=[O:37]. The yield is 0.925. (6) The reactants are O[CH2:2][CH2:3][O:4][C@H:5]1[CH2:10][CH2:9][C@H:8]([N:11]2[C:16](=[O:17])[C:15]([CH2:18][C:19]3[CH:24]=[CH:23][C:22]([C:25]4[C:26]([C:31]#[N:32])=[CH:27][CH:28]=[CH:29][CH:30]=4)=[CH:21][CH:20]=3)=[C:14]([CH2:33][CH2:34][CH3:35])[N:13]3[N:36]=[CH:37][N:38]=[C:12]23)[CH2:7][CH2:6]1.C1(C)C=C[C:42]([S:45](Cl)(=O)=O)=CC=1.C(N(CC)CC)C. The catalyst is CN(C)C1C=CN=CC=1.C(#N)C. The product is [CH3:42][S:45][CH2:2][CH2:3][O:4][C@H:5]1[CH2:10][CH2:9][C@H:8]([N:11]2[C:16](=[O:17])[C:15]([CH2:18][C:19]3[CH:24]=[CH:23][C:22]([C:25]4[C:26]([C:31]#[N:32])=[CH:27][CH:28]=[CH:29][CH:30]=4)=[CH:21][CH:20]=3)=[C:14]([CH2:33][CH2:34][CH3:35])[N:13]3[N:36]=[CH:37][N:38]=[C:12]23)[CH2:7][CH2:6]1. The yield is 0.940. (7) The reactants are [C:1]1([C:11]([O:13]C)=[O:12])([C:4]([O:6][C:7]([CH3:10])([CH3:9])[CH3:8])=[O:5])[CH2:3][CH2:2]1.O.[OH-].[Li+]. The catalyst is O1CCCC1.CO.O. The product is [C:7]([O:6][C:4]([C:1]1([C:11]([OH:13])=[O:12])[CH2:3][CH2:2]1)=[O:5])([CH3:10])([CH3:8])[CH3:9]. The yield is 0.810. (8) The reactants are [CH3:1][N:2]1[C:11]2[C:6](=[CH:7][CH:8]=[CH:9][CH:10]=2)[CH2:5][CH2:4][CH2:3]1.[S:12]([Cl:16])(=O)(=[O:14])[OH:13]. The catalyst is ClCCl.O. The product is [CH3:1][N:2]1[C:11]2[C:6](=[CH:7][CH:8]=[C:9]([S:12]([Cl:16])(=[O:14])=[O:13])[CH:10]=2)[CH2:5][CH2:4][CH2:3]1. The yield is 0.0800. (9) The reactants are C1[O:9][C:8]2[CH:7]=[CH:6][C:5]([C:10]([C:12]([C:14]3[CH:19]=[CH:18][C:17]4[O:20]C[O:22][C:16]=4[CH:15]=3)=O)=O)=[CH:4][C:3]=2[O:2]1. The catalyst is CO.[OH-].[OH-].[Pd+2]. The product is [OH:2][C:3]1[CH:4]=[C:5]([CH2:10][CH2:12][C:14]2[CH:19]=[CH:18][C:17]([OH:20])=[C:16]([OH:22])[CH:15]=2)[CH:6]=[CH:7][C:8]=1[OH:9]. The yield is 0.680. (10) The reactants are CS(Cl)(=O)=O.[CH3:6][O:7][C:8]1[CH:13]=[CH:12][C:11]([N:14]2[CH2:19][CH2:18][N:17]([C:20]3[C:21]([CH3:34])=[C:22]([CH3:33])[C:23]4[O:27][C:26]([CH3:29])([CH3:28])[CH:25](O)[C:24]=4[C:31]=3[CH3:32])[CH2:16][CH2:15]2)=[CH:10][CH:9]=1.C(N(CC)CC)C.[CH2:42]([NH2:49])[C:43]1[CH:48]=[CH:47][CH:46]=[CH:45][CH:44]=1.C(=O)([O-])[O-].[K+].[K+]. The catalyst is C1COCC1.CCCCCC.C(OCC)(=O)C. The product is [CH2:42]([NH:49][CH:25]1[C:24]2[C:31]([CH3:32])=[C:20]([N:17]3[CH2:16][CH2:15][N:14]([C:11]4[CH:12]=[CH:13][C:8]([O:7][CH3:6])=[CH:9][CH:10]=4)[CH2:19][CH2:18]3)[C:21]([CH3:34])=[C:22]([CH3:33])[C:23]=2[O:27][C:26]1([CH3:29])[CH3:28])[C:43]1[CH:48]=[CH:47][CH:46]=[CH:45][CH:44]=1. The yield is 0.760.